This data is from Full USPTO retrosynthesis dataset with 1.9M reactions from patents (1976-2016). The task is: Predict the reactants needed to synthesize the given product. (1) Given the product [CH2:42]([C:39]1[CH:40]=[CH:41][C:36](/[CH:35]=[CH:34]/[C:31]2[O:32][CH:33]=[C:29]([CH2:28][O:5][C:21]3[CH:22]=[CH:23][C:18]([CH2:17][CH2:16][CH2:15][CH2:14][N:10]4[CH:11]=[CH:12][N:13]=[C:9]4[CH2:8][CH2:7][OH:6])=[CH:19][CH:20]=3)[N:30]=2)=[CH:37][CH:38]=1)[CH3:43], predict the reactants needed to synthesize it. The reactants are: CN(C=[O:5])C.[OH:6][CH2:7][CH2:8][C:9]1[N:10]([CH2:14][CH2:15][CH2:16][CH2:17][C:18]2[CH:23]=[CH:22][CH:21]=[CH:20][C:19]=2O)[CH:11]=[CH:12][N:13]=1.[H-].[Na+].Cl[CH2:28][C:29]1[N:30]=[C:31](/[CH:34]=[CH:35]/[C:36]2[CH:41]=[CH:40][C:39]([CH2:42][CH3:43])=[CH:38][CH:37]=2)[O:32][CH:33]=1. (2) Given the product [ClH:18].[Br:1][C:2]1[CH:10]=[CH:9][CH:8]=[C:7]2[C:3]=1[C:4](=[O:6])[N:17]1[C:16]([Cl:18])=[N:15][C:14]3[N:19]([S:22]([C:25]4[CH:26]=[CH:27][C:28]([CH3:31])=[CH:29][CH:30]=4)(=[O:23])=[O:24])[CH:20]=[CH:21][C:13]=3[C:12]1=[N:11]2, predict the reactants needed to synthesize it. The reactants are: [Br:1][C:2]1[CH:10]=[CH:9][CH:8]=[C:7]([NH:11][C:12]2[C:13]3[CH:21]=[CH:20][N:19]([S:22]([C:25]4[CH:30]=[CH:29][C:28]([CH3:31])=[CH:27][CH:26]=4)(=[O:24])=[O:23])[C:14]=3[N:15]=[C:16]([Cl:18])[N:17]=2)[C:3]=1[C:4]([OH:6])=O.C(Cl)(=O)C(Cl)=O. (3) Given the product [ClH:32].[S:1]1[CH:5]=[CH:4][C:3]2[C:6]([N:10]3[CH2:15][CH2:14][N:13]([CH2:16][CH2:17][CH2:18][CH2:19][CH2:20][N:21]4[C:30]5[C:25](=[CH:26][CH:27]=[CH:28][CH:29]=5)[CH2:24][CH2:23][C:22]4=[O:31])[CH2:12][CH2:11]3)=[CH:7][CH:8]=[CH:9][C:2]1=2, predict the reactants needed to synthesize it. The reactants are: [S:1]1[CH:5]=[CH:4][C:3]2[C:6]([N:10]3[CH2:15][CH2:14][N:13]([CH2:16][CH2:17][CH2:18][CH2:19][CH2:20][N:21]4[C:30]5[C:25](=[CH:26][CH:27]=[CH:28][CH:29]=5)[CH2:24][CH2:23][C:22]4=[O:31])[CH2:12][CH2:11]3)=[CH:7][CH:8]=[CH:9][C:2]1=2.[Cl:32]CCCCCN1C2C(=CC=CC=2)CCC1=O.C(O)C.Cl. (4) Given the product [CH3:24][C@@H:20]1[CH2:21][CH2:22][CH2:23][N:19]1[CH2:18][C@H:16]1[CH2:17][C@@H:15]1[C:12]1[CH:13]=[CH:14][C:9]([N:2]2[CH2:6][CH2:5][CH2:4][C:3]2=[O:7])=[CH:10][CH:11]=1, predict the reactants needed to synthesize it. The reactants are: N1[NH:2][C:3](=[O:7])[CH:4]=[CH:5][CH:6]=1.Br[C:9]1[CH:14]=[CH:13][C:12]([C@H:15]2[CH2:17][C@@H:16]2[CH2:18][N:19]2[CH2:23][CH2:22][CH2:21][C@H:20]2[CH3:24])=[CH:11][CH:10]=1.N. (5) Given the product [S:21]([NH:1][C:2]1[C:3]([C:19]#[N:20])=[C:4]([CH:16]=[CH:17][CH:18]=1)[O:5][CH2:6][C:7]([CH3:15])([CH3:14])[C:8]([NH:10][CH2:11][CH2:12][CH3:13])=[O:9])(=[O:24])(=[O:23])[NH2:22], predict the reactants needed to synthesize it. The reactants are: [NH2:1][C:2]1[C:3]([C:19]#[N:20])=[C:4]([CH:16]=[CH:17][CH:18]=1)[O:5][CH2:6][C:7]([CH3:15])([CH3:14])[C:8]([NH:10][CH2:11][CH2:12][CH3:13])=[O:9].[S:21](Cl)(=[O:24])(=[O:23])[NH2:22]. (6) Given the product [F:16][C:11]1[CH:10]=[C:9]([F:17])[CH:8]=[C:7]2[C:12]=1[N:13]=[C:14]([CH3:15])[C:5]1[N:6]2[C:2]([O:20][CH3:19])=[N:3][C:4]=1[CH3:18].[Br:1][C:2]1[N:6]2[C:7]3[C:12]([N:13]=[C:14]([CH3:15])[C:5]2=[C:4]([CH3:18])[N:3]=1)=[C:11]([F:16])[CH:10]=[C:9]([F:17])[CH:8]=3, predict the reactants needed to synthesize it. The reactants are: [Br:1][C:2]1[N:6]2[C:7]3[C:12]([N:13]=[C:14]([CH3:15])[C:5]2=[C:4]([CH3:18])[N:3]=1)=[C:11]([F:16])[CH:10]=[C:9]([F:17])[CH:8]=3.[CH3:19][OH:20].